From a dataset of Forward reaction prediction with 1.9M reactions from USPTO patents (1976-2016). Predict the product of the given reaction. (1) Given the reactants C[O:2][C:3](=[O:30])[CH2:4][CH2:5][C:6]1[CH:11]=[CH:10][C:9]([O:12][CH2:13][C:14]2[S:15][C:16]([C:19]3[CH:24]=[CH:23][C:22]([C:25]([F:28])([F:27])[F:26])=[CH:21][CH:20]=3)=[CH:17][CH:18]=2)=[CH:8][C:7]=1[CH3:29].[OH-].[Na+].[CH2:33]1COCC1, predict the reaction product. The product is: [CH3:29][C:7]1[CH:8]=[C:9]([O:12][CH2:13][C:14]2[S:15][C:16]([C:19]3[CH:24]=[CH:23][C:22]([C:25]([F:27])([F:26])[F:28])=[CH:21][CH:20]=3)=[CH:17][C:18]=2[CH3:33])[CH:10]=[CH:11][C:6]=1[CH2:5][CH2:4][C:3]([OH:2])=[O:30]. (2) Given the reactants [N:1]([CH2:4][C:5]1[CH:6]=[C:7]([CH:39]=[CH:40][CH:41]=1)[C:8]([NH:10][C:11]1[CH:16]=[CH:15][C:14]([N:17]2[CH2:22][CH2:21][CH2:20][CH2:19][CH2:18]2)=[CH:13][C:12]=1[C:23]([NH:25]/[N:26]=[CH:27]/[C:28]1[CH:33]=[CH:32][C:31]([Cl:34])=[C:30]([C:35]([F:38])([F:37])[F:36])[CH:29]=1)=[O:24])=[O:9])=[N+:2]=[N-:3].[C:42]([OH:54])(=[O:53])[CH2:43][CH2:44][CH2:45][CH2:46][CH2:47][CH2:48][CH2:49][CH2:50][C:51]#[CH:52], predict the reaction product. The product is: [Cl:34][C:31]1[CH:32]=[CH:33][C:28](/[CH:27]=[N:26]/[NH:25][C:23]([C:12]2[CH:13]=[C:14]([N:17]3[CH2:18][CH2:19][CH2:20][CH2:21][CH2:22]3)[CH:15]=[CH:16][C:11]=2[NH:10][C:8]([C:7]2[CH:6]=[C:5]([CH:41]=[CH:40][CH:39]=2)[CH2:4][N:1]2[CH:52]=[C:51]([CH2:50][CH2:49][CH2:48][CH2:47][CH2:46][CH2:45][CH2:44][CH2:43][C:42]([OH:54])=[O:53])[N:3]=[N:2]2)=[O:9])=[O:24])=[CH:29][C:30]=1[C:35]([F:38])([F:36])[F:37]. (3) Given the reactants [CH:1]1([N:6]2[C:10]3[N:11]=[C:12]([CH:20]4[CH2:22][CH2:21]4)[CH:13]=[C:14]([C:15]([O:17]CC)=[O:16])[C:9]=3[C:8]([CH3:23])=[N:7]2)[CH2:5][CH2:4][CH2:3][CH2:2]1.[OH-].[Na+], predict the reaction product. The product is: [CH:1]1([N:6]2[C:10]3[N:11]=[C:12]([CH:20]4[CH2:21][CH2:22]4)[CH:13]=[C:14]([C:15]([OH:17])=[O:16])[C:9]=3[C:8]([CH3:23])=[N:7]2)[CH2:5][CH2:4][CH2:3][CH2:2]1. (4) Given the reactants [NH:1]1[C:9]2[CH:8]=[C:7]([C:10]([O:12][C:13]([CH3:16])([CH3:15])[CH3:14])=[O:11])[N:6]=[CH:5][C:4]=2[CH:3]=[CH:2]1.[H-].[Na+].Br[CH2:20][CH2:21][CH2:22][O:23][CH3:24].O, predict the reaction product. The product is: [CH3:24][O:23][CH2:22][CH2:21][CH2:20][N:1]1[C:9]2[CH:8]=[C:7]([C:10]([O:12][C:13]([CH3:16])([CH3:15])[CH3:14])=[O:11])[N:6]=[CH:5][C:4]=2[CH:3]=[CH:2]1.